This data is from Peptide-MHC class II binding affinity with 134,281 pairs from IEDB. The task is: Regression. Given a peptide amino acid sequence and an MHC pseudo amino acid sequence, predict their binding affinity value. This is MHC class II binding data. (1) The peptide sequence is EKPYFAATQFEPLAA. The MHC is HLA-DQA10101-DQB10501 with pseudo-sequence HLA-DQA10101-DQB10501. The binding affinity (normalized) is 0.401. (2) The peptide sequence is EGKPTEKHIQIRSTN. The MHC is DRB1_0405 with pseudo-sequence DRB1_0405. The binding affinity (normalized) is 0.334. (3) The peptide sequence is SPEVIPMFSALSE. The MHC is HLA-DPA10201-DPB10101 with pseudo-sequence HLA-DPA10201-DPB10101. The binding affinity (normalized) is 0.198. (4) The peptide sequence is SCSKNEAEKLITSAFDLL. The MHC is DRB1_0101 with pseudo-sequence DRB1_0101. The binding affinity (normalized) is 0. (5) The peptide sequence is NLIDTKCYKLEHPVTGCG. The MHC is DRB4_0101 with pseudo-sequence DRB4_0103. The binding affinity (normalized) is 0.409. (6) The peptide sequence is AYAQRVYQANRAAGS. The MHC is DRB1_0802 with pseudo-sequence DRB1_0802. The binding affinity (normalized) is 0.0868. (7) The peptide sequence is EHGSDEWVAMTKGEG. The MHC is DRB3_0202 with pseudo-sequence DRB3_0202. The binding affinity (normalized) is 0.